This data is from Forward reaction prediction with 1.9M reactions from USPTO patents (1976-2016). The task is: Predict the product of the given reaction. (1) Given the reactants N1CCCCC1.[CH:7](=O)[CH2:8][CH2:9][CH2:10][CH2:11][CH2:12][CH2:13][CH3:14].[C:16]([CH2:24][C:25]([O:27][CH2:28][CH3:29])=[O:26])(=[O:23])[C:17]1[CH:22]=[CH:21][CH:20]=[CH:19][CH:18]=1, predict the reaction product. The product is: [CH2:28]([O:27][C:25](=[O:26])[C:24]([C:16](=[O:23])[C:17]1[CH:22]=[CH:21][CH:20]=[CH:19][CH:18]=1)=[CH:7][CH2:8][CH2:9][CH2:10][CH2:11][CH2:12][CH2:13][CH3:14])[CH3:29]. (2) Given the reactants F[C:2]1[CH:3]=[C:4]([S:12]([N:15]([CH3:29])[C@@H:16]2[CH2:24][CH2:23][CH2:22][C:21]3[N:20]([CH2:25][C:26]([OH:28])=[O:27])[N:19]=[CH:18][C:17]2=3)(=[O:14])=[O:13])[CH:5]=[C:6]([C:8]([F:11])([F:10])[F:9])[CH:7]=1.[NH:30]1[CH2:34][CH2:33][CH2:32][CH2:31]1.C(O)(=O)C, predict the reaction product. The product is: [CH3:29][N:15]([S:12]([C:4]1[CH:5]=[C:6]([C:8]([F:9])([F:10])[F:11])[CH:7]=[C:2]([N:30]2[CH2:34][CH2:33][CH2:32][CH2:31]2)[CH:3]=1)(=[O:13])=[O:14])[C@@H:16]1[CH2:24][CH2:23][CH2:22][C:21]2[N:20]([CH2:25][C:26]([OH:28])=[O:27])[N:19]=[CH:18][C:17]1=2. (3) Given the reactants [CH3:1][N:2]1[C:10]2[C:5](=[CH:6][CH:7]=[CH:8][CH:9]=2)[C:4]([CH3:11])=[C:3]1[CH2:12][NH:13][CH3:14].[NH2:15][C:16]1[N:21]=[CH:20][C:19](/[CH:22]=[CH:23]/[C:24]([OH:26])=O)=[CH:18][CH:17]=1.C1C=CC2N(O)N=NC=2C=1.O.C1CCC(N=C=NC2CCCCC2)CC1, predict the reaction product. The product is: [NH2:15][C:16]1[N:21]=[CH:20][C:19](/[CH:22]=[CH:23]/[C:24]([N:13]([CH2:12][C:3]2[N:2]([CH3:1])[C:10]3[C:5]([C:4]=2[CH3:11])=[CH:6][CH:7]=[CH:8][CH:9]=3)[CH3:14])=[O:26])=[CH:18][CH:17]=1. (4) Given the reactants [O:1]([C:8]1[CH:16]=[CH:15][C:11]([C:12]([OH:14])=O)=[CH:10][CH:9]=1)[C:2]1[CH:7]=[CH:6][CH:5]=[CH:4][CH:3]=1.C1(OP(Cl)(OC2C=CC=CC=2)=O)C=CC=CC=1.[NH2:34][C@@H:35]1[CH:40]2[CH2:41][CH2:42][N:37]([CH2:38][CH2:39]2)[CH2:36]1.CO, predict the reaction product. The product is: [N:37]12[CH2:42][CH2:41][CH:40]([CH2:39][CH2:38]1)[C@@H:35]([NH:34][C:12](=[O:14])[C:11]1[CH:10]=[CH:9][C:8]([O:1][C:2]3[CH:3]=[CH:4][CH:5]=[CH:6][CH:7]=3)=[CH:16][CH:15]=1)[CH2:36]2. (5) Given the reactants [N:1]1[C:10]2[C:5](=[CH:6][CH:7]=[CH:8][CH:9]=2)[C:4]([NH:11][C@H:12]2[CH2:16][CH2:15][N:14](C(OC(C)(C)C)=O)[CH2:13]2)=[CH:3][CH:2]=1, predict the reaction product. The product is: [NH:14]1[CH2:15][CH2:16][C@H:12]([NH:11][C:4]2[C:5]3[C:10](=[CH:9][CH:8]=[CH:7][CH:6]=3)[N:1]=[CH:2][CH:3]=2)[CH2:13]1.